From a dataset of Drug-target binding data from BindingDB using Ki measurements. Regression. Given a target protein amino acid sequence and a drug SMILES string, predict the binding affinity score between them. We predict pKi (pKi = -log10(Ki in M); higher means stronger inhibition). Dataset: bindingdb_ki. The small molecule is Nc1nc(N2CCNCC2)c2ccc(-c3ccco3)cc2n1. The target protein (P70174) has sequence MSLPNTSSASEDKMCEGNRTAMASPQLLPLVVVLSSISLVTVGLNLLVLYAVRSERKLHTVGNLYIVSLSVADLIVGAVVMPMNILYLIMTKWSLGRPLCLFWLSMDYVASTASIFSVFILCIDRYRSVQQPLRYLRYRTKTRASATILGAWFLSFLWVIPILGWHHFTPLAPELREDKCETDFYNVTWFKIMTAIINFYLPTLLMLWFYVKIYKAVRRHCQHRQLTNGSLPTFLEIKLRSEDAKEGAKKPGKESPWGVQKRPSRDPTGGLDQKSTSEDPKVTSPTVFSQEGERETVTRPCFRLDVMQTQPVPEGDARGSKANDQTLSQPKMDEQSLSTCRRISETSEDQTLVDRQSFSRTTDSDTSIEPGLGKVKARSRSNSGLDYIKVTWKRLRSHSRQYVSGLHLNRERKAAKQLGCIMAAFILCWIPYFIFFMVIAFCNSCCSEPVHMFTIWLGYINSTLNPLIYPLCNENFKKTFKKILHIRS. The pKi is 5.5.